Dataset: CYP3A4 inhibition data for predicting drug metabolism from PubChem BioAssay. Task: Regression/Classification. Given a drug SMILES string, predict its absorption, distribution, metabolism, or excretion properties. Task type varies by dataset: regression for continuous measurements (e.g., permeability, clearance, half-life) or binary classification for categorical outcomes (e.g., BBB penetration, CYP inhibition). Dataset: cyp3a4_veith. (1) The drug is NC(=O)Nc1n[nH]c(-c2ccccc2)n1. The result is 0 (non-inhibitor). (2) The drug is O=C(c1cc2cc3ccc(Cl)cc3nc2o1)N1CCC2(CC1)OCCO2. The result is 0 (non-inhibitor). (3) The compound is O=C1OCCC1Sc1nnnn1-c1ccccc1. The result is 0 (non-inhibitor). (4) The compound is O=C(Nc1cccc(F)c1)N1CCCC2(CCN(S(=O)(=O)c3ccccc3)CC2)C1. The result is 1 (inhibitor). (5) The compound is CCC/C=C(\CCC)C(NS(=O)(=O)c1ccc(C(F)(F)F)cc1)c1ccccc1. The result is 1 (inhibitor).